From a dataset of Full USPTO retrosynthesis dataset with 1.9M reactions from patents (1976-2016). Predict the reactants needed to synthesize the given product. (1) Given the product [C:3]([N:6]1[CH2:11][CH2:10][C:9]2[N:12]=[C:13]([C:15]3[CH:39]=[CH:38][C:18]([O:19][CH2:20][CH2:21][CH2:22][N:23]4[CH2:27][CH2:26][CH2:25][C@H:24]4[CH2:28][OH:29])=[CH:17][CH:16]=3)[S:14][C:8]=2[CH2:7]1)(=[O:5])[CH3:4], predict the reactants needed to synthesize it. The reactants are: [BH4-].[Li+].[C:3]([N:6]1[CH2:11][CH2:10][C:9]2[N:12]=[C:13]([C:15]3[CH:39]=[CH:38][C:18]([O:19][CH2:20][CH2:21][CH2:22][N:23]4[CH2:27][CH2:26][CH2:25][C@H:24]4[C:28](OCC4C=CC=CC=4)=[O:29])=[CH:17][CH:16]=3)[S:14][C:8]=2[CH2:7]1)(=[O:5])[CH3:4].O. (2) The reactants are: [Cl:1][C:2]1[CH:7]=[CH:6][C:5]([C:8]2([CH3:37])[C:12]([C:14]3[CH:19]=[CH:18][C:17]([Cl:20])=[CH:16][CH:15]=3)([CH3:13])[N:11]([C:21](Cl)=[O:22])[C:10]([C:24]3[CH:29]=[CH:28][C:27]([C:30]([OH:33])([CH3:32])[CH3:31])=[CH:26][C:25]=3[O:34][CH2:35][CH3:36])=[N:9]2)=[CH:4][CH:3]=1.Cl.Cl.[N:40]1([CH2:46][CH2:47][NH:48][S:49]([CH3:52])(=[O:51])=[O:50])[CH2:45][CH2:44][NH:43][CH2:42][CH2:41]1. Given the product [Cl:1][C:2]1[CH:7]=[CH:6][C:5]([C@@:8]2([CH3:37])[C@:12]([C:14]3[CH:15]=[CH:16][C:17]([Cl:20])=[CH:18][CH:19]=3)([CH3:13])[N:11]([C:21]([N:43]3[CH2:44][CH2:45][N:40]([CH2:46][CH2:47][NH:48][S:49]([CH3:52])(=[O:51])=[O:50])[CH2:41][CH2:42]3)=[O:22])[C:10]([C:24]3[CH:29]=[CH:28][C:27]([C:30]([OH:33])([CH3:31])[CH3:32])=[CH:26][C:25]=3[O:34][CH2:35][CH3:36])=[N:9]2)=[CH:4][CH:3]=1, predict the reactants needed to synthesize it. (3) Given the product [F:58][C:59]([F:64])([F:63])[C:60]([OH:62])=[O:61].[CH2:1]([N:5]1[C:13]2[N:12]=[C:11]([CH2:14][C:15]3[CH:16]=[CH:17][C:18]([NH:21][C:22]([C:24]4[N:28]=[CH:27][NH:26][N:25]=4)=[O:23])=[CH:19][CH:20]=3)[NH:10][C:9]=2[C:8](=[O:48])[N:7]([CH2:49][C:50]2[CH:55]=[CH:54][CH:53]=[CH:52][C:51]=2[F:56])[C:6]1=[O:57])[CH2:2][CH2:3][CH3:4], predict the reactants needed to synthesize it. The reactants are: [CH2:1]([N:5]1[C:13]2[N:12]=[C:11]([CH2:14][C:15]3[CH:20]=[CH:19][C:18]([NH:21][C:22]([C:24]4[N:28]=[CH:27][N:26](C(C5C=CC=CC=5)(C5C=CC=CC=5)C5C=CC=CC=5)[N:25]=4)=[O:23])=[CH:17][CH:16]=3)[NH:10][C:9]=2[C:8](=[O:48])[N:7]([CH2:49][C:50]2[CH:55]=[CH:54][CH:53]=[CH:52][C:51]=2[F:56])[C:6]1=[O:57])[CH2:2][CH2:3][CH3:4].[F:58][C:59]([F:64])([F:63])[C:60]([OH:62])=[O:61].C([SiH](CC)CC)C. (4) Given the product [CH2:1]([C:3]1[CH:8]=[N:7][C:6]([N:9]([CH2:10][C:11]2[CH:12]=[CH:13][C:14]([O:17][C:18]([F:20])([F:21])[F:19])=[CH:15][CH:16]=2)[CH2:22][CH2:23][C:24]2[CH:29]=[CH:28][C:27]([OH:30])=[C:26]([CH3:32])[CH:25]=2)=[N:5][CH:4]=1)[CH3:2], predict the reactants needed to synthesize it. The reactants are: [CH2:1]([C:3]1[CH:4]=[N:5][C:6]([N:9]([CH2:22][CH2:23][C:24]2[CH:29]=[CH:28][C:27]([O:30]C)=[C:26]([CH3:32])[CH:25]=2)[CH2:10][C:11]2[CH:16]=[CH:15][C:14]([O:17][C:18]([F:21])([F:20])[F:19])=[CH:13][CH:12]=2)=[N:7][CH:8]=1)[CH3:2].B(Br)(Br)Br.C[O-].[Na+].